From a dataset of Forward reaction prediction with 1.9M reactions from USPTO patents (1976-2016). Predict the product of the given reaction. (1) Given the reactants [CH2:1]([O:3][C:4]([C:6]1[N:7]([C:26]2[CH:31]=[CH:30][C:29]([O:32][CH:33]([CH3:35])[CH3:34])=[CH:28][CH:27]=2)[C:8]2[C:13]([CH:14]=1)=[CH:12][C:11]([O:15][C:16]1[CH:21]=[CH:20][C:19]([C:22]([F:25])([F:24])[F:23])=[CH:18][CH:17]=1)=[CH:10][CH:9]=2)=[O:5])[CH3:2].C([O-])(O)=O.[Na+].C(Cl)[Cl:42], predict the reaction product. The product is: [CH2:1]([O:3][C:4]([C:6]1[N:7]([C:26]2[CH:27]=[CH:28][C:29]([O:32][CH:33]([CH3:34])[CH3:35])=[CH:30][CH:31]=2)[C:8]2[C:13]([C:14]=1[Cl:42])=[CH:12][C:11]([O:15][C:16]1[CH:17]=[CH:18][C:19]([C:22]([F:24])([F:25])[F:23])=[CH:20][CH:21]=1)=[CH:10][CH:9]=2)=[O:5])[CH3:2]. (2) Given the reactants C1(P(C2CCCCC2)C2C=CC=CC=2C2C(C(C)C)=CC(C(C)C)=CC=2C(C)C)CCCCC1.[O:35]1[CH2:40][CH2:39][N:38]([C:41]2[CH:42]=[C:43]([NH2:47])[CH:44]=[N:45][CH:46]=2)[CH2:37][CH2:36]1.Cl[C:49]1[C:58]2[C:53](=[CH:54][C:55]([F:60])=[CH:56][C:57]=2[F:59])[N:52]=[C:51]([C:61]2[CH:62]=[N:63][C:64]([N:67]3[CH2:72][CH2:71][CH2:70][CH2:69][CH2:68]3)=[CH:65][CH:66]=2)[C:50]=1[CH3:73].CC(C)([O-])C.[Na+], predict the reaction product. The product is: [F:59][C:57]1[CH:56]=[C:55]([F:60])[CH:54]=[C:53]2[C:58]=1[C:49]([NH:47][C:43]1[CH:44]=[N:45][CH:46]=[C:41]([N:38]3[CH2:39][CH2:40][O:35][CH2:36][CH2:37]3)[CH:42]=1)=[C:50]([CH3:73])[C:51]([C:61]1[CH:62]=[N:63][C:64]([N:67]3[CH2:68][CH2:69][CH2:70][CH2:71][CH2:72]3)=[CH:65][CH:66]=1)=[N:52]2. (3) Given the reactants [OH:1][C@@H:2]1[C@@H:10]([C@@H:11]([O:16][C:17]2[CH:22]=[CH:21][C:20]([N+:23]([O-:25])=[O:24])=[CH:19][CH:18]=2)[C:12]([F:15])([F:14])[F:13])[O:9][C@H:8]2[C@H:4]([N:5]=[C:6]([N:26](C)[C:27](=O)OC(C)(C)C)[S:7]2)[C@H:3]1[OH:35].FC(F)(F)C(O)=O.CO.[NH4+].[OH-], predict the reaction product. The product is: [CH3:27][NH:26][C:6]1[S:7][C@H:8]2[O:9][C@H:10]([C@@H:11]([O:16][C:17]3[CH:18]=[CH:19][C:20]([N+:23]([O-:25])=[O:24])=[CH:21][CH:22]=3)[C:12]([F:14])([F:15])[F:13])[C@@H:2]([OH:1])[C@H:3]([OH:35])[C@H:4]2[N:5]=1.